Predict the product of the given reaction. From a dataset of Forward reaction prediction with 1.9M reactions from USPTO patents (1976-2016). (1) Given the reactants [C:1]([C:4]1[S:8][C:7]([C:9]2[N:14]=[C:13]([NH:15][C:16]3[CH:21]=[CH:20][C:19]([CH2:22][C:23]([O:25][CH2:26][CH3:27])=[O:24])=[CH:18][CH:17]=3)[C:12]([CH2:28][CH3:29])=[C:11]([CH3:30])[N:10]=2)=[CH:6][CH:5]=1)(=[O:3])[CH3:2].[BH4-].[Na+], predict the reaction product. The product is: [CH2:28]([C:12]1[C:13]([NH:15][C:16]2[CH:17]=[CH:18][C:19]([CH2:22][C:23]([O:25][CH2:26][CH3:27])=[O:24])=[CH:20][CH:21]=2)=[N:14][C:9]([C:7]2[S:8][C:4]([CH:1]([OH:3])[CH3:2])=[CH:5][CH:6]=2)=[N:10][C:11]=1[CH3:30])[CH3:29]. (2) Given the reactants [CH2:1]([C@:4]1([C:17]2[CH:22]=[CH:21][C:20]([F:23])=[CH:19][CH:18]=2)[O:9][C:8](=[O:10])[N:7]([C@H:11]([C:13]([CH3:16])([CH3:15])[CH3:14])[CH3:12])[CH2:6][CH2:5]1)[CH:2]=C.FC1C=CC(C2(CCO)[O:36]C(=O)NCC2)=CC=1, predict the reaction product. The product is: [CH3:14][C:13]([CH3:15])([CH3:16])[C@@H:11]([N:7]1[CH2:6][CH2:5][C:4]([C:17]2[CH:22]=[CH:21][C:20]([F:23])=[CH:19][CH:18]=2)([CH2:1][CH2:2][OH:36])[O:9][C:8]1=[O:10])[CH3:12].